Task: Predict the product of the given reaction.. Dataset: Forward reaction prediction with 1.9M reactions from USPTO patents (1976-2016) (1) Given the reactants C([O:5][C:6](=[O:43])[CH2:7][O:8][C:9]1[CH:14]=[CH:13][C:12]([O:15][C:16]2[CH:21]=[CH:20][C:19]([CH2:22][N:23]3[CH2:28][CH2:27][CH:26]([N:29]4[C@H:33]([C:34]5[CH:35]=[C:36]([CH3:40])[CH:37]=[CH:38][CH:39]=5)[CH2:32][NH:31][C:30]4=[O:41])[CH2:25][CH2:24]3)=[C:18]([CH3:42])[N:17]=2)=[CH:11][CH:10]=1)(C)(C)C.C(O)(C(F)(F)F)=O, predict the reaction product. The product is: [CH3:42][C:18]1[N:17]=[C:16]([O:15][C:12]2[CH:11]=[CH:10][C:9]([O:8][CH2:7][C:6]([OH:43])=[O:5])=[CH:14][CH:13]=2)[CH:21]=[CH:20][C:19]=1[CH2:22][N:23]1[CH2:24][CH2:25][CH:26]([N:29]2[C@H:33]([C:34]3[CH:35]=[C:36]([CH3:40])[CH:37]=[CH:38][CH:39]=3)[CH2:32][NH:31][C:30]2=[O:41])[CH2:27][CH2:28]1. (2) Given the reactants CS(O[CH2:6][CH2:7][N:8]([C:14]1[CH:19]=[CH:18][C:17]([C:20]#[N:21])=[C:16]([C:22]([F:25])([F:24])[F:23])[CH:15]=1)[CH2:9][C:10]([F:13])([F:12])[F:11])(=O)=O.[Na].[NH:27]1[CH:31]=[N:30][CH:29]=[N:28]1, predict the reaction product. The product is: [N:27]1([CH2:6][CH2:7][N:8]([CH2:9][C:10]([F:13])([F:12])[F:11])[C:14]2[CH:19]=[CH:18][C:17]([C:20]#[N:21])=[C:16]([C:22]([F:25])([F:24])[F:23])[CH:15]=2)[CH:31]=[N:30][CH:29]=[N:28]1. (3) Given the reactants [C:1]([C:5]1[CH:10]=[CH:9][C:8]([S:11]([NH:14][C:15]2[C:20]([O:21][C:22]3[CH:27]=[CH:26][CH:25]=[CH:24][C:23]=3[O:28][CH3:29])=[C:19](Cl)[N:18]=[CH:17][N:16]=2)(=[O:13])=[O:12])=[CH:7][CH:6]=1)([CH3:4])([CH3:3])[CH3:2].[CH2:31]([O:33][CH:34]([O:37][CH2:38][CH3:39])[CH2:35][OH:36])[CH3:32].[OH-].[K+].CS(C)=O, predict the reaction product. The product is: [C:1]([C:5]1[CH:10]=[CH:9][C:8]([S:11]([NH:14][C:15]2[C:20]([O:21][C:22]3[CH:27]=[CH:26][CH:25]=[CH:24][C:23]=3[O:28][CH3:29])=[C:19]([O:36][CH2:35][CH:34]([O:37][CH2:38][CH3:39])[O:33][CH2:31][CH3:32])[N:18]=[C:17]([C:17]3[N:18]=[CH:19][CH:20]=[CH:15][N:16]=3)[N:16]=2)(=[O:13])=[O:12])=[CH:7][CH:6]=1)([CH3:4])([CH3:3])[CH3:2]. (4) Given the reactants [C:1]([C:3]1[CH:10]=[CH:9][CH:8]=[CH:7][C:4]=1[CH2:5]Br)#[N:2].[OH:11][C:12]1([C:25]2[CH:30]=[CH:29][C:28]([OH:31])=[CH:27][CH:26]=2)[CH2:17][CH2:16][CH2:15][CH2:14][CH:13]1[NH:18][S:19]([CH:22]([CH3:24])[CH3:23])(=[O:21])=[O:20], predict the reaction product. The product is: [OH:11][C:12]1([C:25]2[CH:30]=[CH:29][C:28]([O:31][CH2:5][C:4]3[CH:7]=[CH:8][CH:9]=[CH:10][C:3]=3[C:1]#[N:2])=[CH:27][CH:26]=2)[CH2:17][CH2:16][CH2:15][CH2:14][CH:13]1[NH:18][S:19]([CH:22]([CH3:24])[CH3:23])(=[O:21])=[O:20]. (5) Given the reactants [CH2:1]([O:3][C:4](=[O:24])[C:5]1[C:17]([F:18])=[C:16]([NH:19][S:20]([CH3:23])(=[O:22])=[O:21])[CH:15]=[C:7]([C:8]([N:10]([CH3:14])[CH2:11][CH2:12][CH3:13])=[O:9])[CH:6]=1)[CH3:2].[C:25](=O)([O-])[O-].[K+].[K+].IC, predict the reaction product. The product is: [CH2:1]([O:3][C:4](=[O:24])[C:5]1[C:17]([F:18])=[C:16]([N:19]([S:20]([CH3:23])(=[O:21])=[O:22])[CH3:25])[CH:15]=[C:7]([C:8]([N:10]([CH3:14])[CH2:11][CH2:12][CH3:13])=[O:9])[CH:6]=1)[CH3:2]. (6) Given the reactants [NH2:1][C:2]1[N:10]=[CH:9][N:8]=[C:7]2[C:3]=1[N:4]([C:26]1[CH:31]=[CH:30][C:29]([O:32][C:33]3[CH:38]=[CH:37][CH:36]=[CH:35][CH:34]=3)=[CH:28][CH:27]=1)[C:5](=[O:25])[N:6]2[C:11]1[CH:12]=[C:13]([NH:17]C(=O)OC(C)(C)C)[CH:14]=[CH:15][CH:16]=1.C(O)(C(F)(F)F)=O, predict the reaction product. The product is: [NH2:1][C:2]1[N:10]=[CH:9][N:8]=[C:7]2[C:3]=1[N:4]([C:26]1[CH:31]=[CH:30][C:29]([O:32][C:33]3[CH:34]=[CH:35][CH:36]=[CH:37][CH:38]=3)=[CH:28][CH:27]=1)[C:5](=[O:25])[N:6]2[C:11]1[CH:16]=[CH:15][CH:14]=[C:13]([NH2:17])[CH:12]=1. (7) Given the reactants [Cl:1][C:2]1[CH:7]=[CH:6][CH:5]=[CH:4][C:3]=1I.C([Mg]Cl)(C)C.[Br:14][C:15]1[C:16]([F:23])=[C:17]([CH:20]=[CH:21][CH:22]=1)[CH:18]=[O:19], predict the reaction product. The product is: [Br:14][C:15]1[C:16]([F:23])=[C:17]([CH:18]([C:3]2[CH:4]=[CH:5][CH:6]=[CH:7][C:2]=2[Cl:1])[OH:19])[CH:20]=[CH:21][CH:22]=1. (8) The product is: [Cl:51][C:52]1[N:60]=[CH:59][CH:58]=[C:57]([CH3:61])[C:53]=1[C:54]([NH:1][CH2:2][CH2:3][C@H:4]([N:6]1[CH2:11][CH2:10][CH:9]([N:12]([C:21]2[CH:26]=[CH:25][C:24]([O:27][CH2:28][CH3:29])=[CH:23][CH:22]=2)[CH2:13][C:14]2[CH:15]=[N:16][CH:17]=[CH:18][C:19]=2[CH3:20])[CH2:8][CH2:7]1)[CH3:5])=[O:55]. Given the reactants [NH2:1][CH2:2][CH2:3][C@H:4]([N:6]1[CH2:11][CH2:10][CH:9]([N:12]([C:21]2[CH:26]=[CH:25][C:24]([O:27][CH2:28][CH3:29])=[CH:23][CH:22]=2)[CH2:13][C:14]2[CH:15]=[N:16][CH:17]=[CH:18][C:19]=2[CH3:20])[CH2:8][CH2:7]1)[CH3:5].CCN=C=NCCCN(C)C.C1C=CC2N(O)N=NC=2C=1.[Cl:51][C:52]1[N:60]=[CH:59][CH:58]=[C:57]([CH3:61])[C:53]=1[C:54](O)=[O:55].CCN(C(C)C)C(C)C, predict the reaction product. (9) Given the reactants N1C=CN=C1.C(O[C:10]1[CH:30]=[CH:29][C:13]([C:14]2[CH2:15][O:16][C:17]3[C:22]([CH:23]=2)=[CH:21][CH:20]=[C:19](OC(=O)C)[C:18]=3C)=[CH:12][CH:11]=1)(=O)C, predict the reaction product. The product is: [O:16]1[C:17]2[C:22](=[CH:21][CH:20]=[CH:19][CH:18]=2)[CH:23]=[C:14]([C:13]2[CH:29]=[CH:30][CH:10]=[CH:11][CH:12]=2)[CH2:15]1.